From a dataset of Catalyst prediction with 721,799 reactions and 888 catalyst types from USPTO. Predict which catalyst facilitates the given reaction. (1) Reactant: [NH2:1][CH2:2][C:3]1[N:7]=[C:6]([C@H:8]([CH2:17][CH2:18][CH2:19][CH:20]2[CH2:25][CH2:24][CH2:23][CH2:22][CH2:21]2)[CH2:9][C:10]([O:12][C:13]([CH3:16])([CH3:15])[CH3:14])=[O:11])[O:5][N:4]=1.N1C(C)=CC=CC=1C.[CH:34]([S:37](Cl)(=[O:39])=[O:38])([CH3:36])[CH3:35]. Product: [CH:20]1([CH2:19][CH2:18][CH2:17][C@@H:8]([C:6]2[O:5][N:4]=[C:3]([CH2:2][NH:1][S:37]([CH:34]([CH3:36])[CH3:35])(=[O:39])=[O:38])[N:7]=2)[CH2:9][C:10]([O:12][C:13]([CH3:15])([CH3:16])[CH3:14])=[O:11])[CH2:21][CH2:22][CH2:23][CH2:24][CH2:25]1. The catalyst class is: 2. (2) Reactant: Br[C:2]1[CH:3]=[C:4]2[C:8](=[CH:9][CH:10]=1)[CH:7]([NH:11][S:12]([CH:15]([CH3:17])[CH3:16])(=[O:14])=[O:13])[CH2:6][CH2:5]2.C([O-])(=O)C.[K+].[B:23]1([B:23]2[O:27][C:26]([CH3:29])([CH3:28])[C:25]([CH3:31])([CH3:30])[O:24]2)[O:27][C:26]([CH3:29])([CH3:28])[C:25]([CH3:31])([CH3:30])[O:24]1. Product: [CH3:30][C:25]1([CH3:31])[C:26]([CH3:29])([CH3:28])[O:27][B:23]([C:2]2[CH:3]=[C:4]3[C:8](=[CH:9][CH:10]=2)[CH:7]([NH:11][S:12]([CH:15]([CH3:17])[CH3:16])(=[O:14])=[O:13])[CH2:6][CH2:5]3)[O:24]1. The catalyst class is: 16. (3) Reactant: C(O)(=O)C1C(=CC=C(C=1)O)O.[N:12]1[CH:17]=[C:16]([C@@H:18]2[CH2:23][CH2:22][CH2:21][N:19]2[CH3:20])[CH:15]=[CH:14][CH:13]=1.C(O)(=O)C1C(=CC=C(C=1)O)O.N1C=C(C2CCCN2C)C=CC=1. Product: [N:12]1[CH:17]=[C:16]([CH:18]2[CH2:23][CH2:22][CH2:21][N:19]2[CH3:20])[CH:15]=[CH:14][CH:13]=1. The catalyst class is: 1. (4) Reactant: [C:1]([O:5][C:6]([N:8]1[CH2:13][CH2:12][N:11]([C:14]([C:16]2[N:24]3[C:19]([CH:20]=[CH:21][CH:22]=[CH:23]3)=[C:18]([C:25]3[CH:30]=[CH:29][CH:28]=[CH:27][CH:26]=3)[C:17]=2[CH2:31][C:32]2[CH:37]=[CH:36][CH:35]=[C:34]([F:38])[C:33]=2[CH3:39])=[O:15])[CH2:10][C@@H:9]1[CH2:40][CH2:41][OH:42])=[O:7])([CH3:4])([CH3:3])[CH3:2].CC(OI1(OC(C)=O)(OC(C)=O)OC(=O)C2C1=CC=CC=2)=O. Product: [C:1]([O:5][C:6]([N:8]1[CH2:13][CH2:12][N:11]([C:14]([C:16]2[N:24]3[C:19]([CH:20]=[CH:21][CH:22]=[CH:23]3)=[C:18]([C:25]3[CH:26]=[CH:27][CH:28]=[CH:29][CH:30]=3)[C:17]=2[CH2:31][C:32]2[CH:37]=[CH:36][CH:35]=[C:34]([F:38])[C:33]=2[CH3:39])=[O:15])[CH2:10][C@@H:9]1[CH2:40][CH:41]=[O:42])=[O:7])([CH3:3])([CH3:4])[CH3:2]. The catalyst class is: 343. (5) Reactant: [OH:1][C:2]1[CH:9]=[C:8]([OH:10])[CH:7]=[C:6]([CH2:11][O:12][CH3:13])[C:3]=1[CH:4]=[O:5].[O:14]1[CH:19]=[CH:18][CH2:17][CH2:16][CH2:15]1. Product: [OH:1][C:2]1[CH:9]=[C:8]([O:10][CH:15]2[CH2:16][CH2:17][CH2:18][CH2:19][O:14]2)[CH:7]=[C:6]([CH2:11][O:12][CH3:13])[C:3]=1[CH:4]=[O:5]. The catalyst class is: 4. (6) Reactant: [F:1][C:2]1[CH:7]=[CH:6][CH:5]=[C:4]([N+:8]([O-:10])=[O:9])[CH:3]=1.[CH3:11][C:12]1([CH3:18])[CH2:17][CH2:16][NH:15][CH2:14][CH2:13]1.C(=O)([O-])[O-].[K+].[K+].O. Product: [CH3:11][C:12]1([CH3:18])[CH2:17][CH2:16][N:15]([C:2]2[CH:7]=[CH:6][CH:5]=[C:4]([N+:8]([O-:10])=[O:9])[CH:3]=2)[CH2:14][CH2:13]1.[F:1][C:2]1[CH:7]=[CH:6][CH:5]=[C:4]([N+:8]([O-:10])=[O:9])[CH:3]=1. The catalyst class is: 3. (7) Reactant: O=[C:2]([CH2:14][CH2:15][CH:16]=[CH2:17])[CH2:3][CH2:4][CH2:5][NH:6][C:7](=[O:13])[O:8][C:9]([CH3:12])([CH3:11])[CH3:10].[C:18]([O-:21])(=O)[CH3:19].[NH4+:22].[C:23]([N+:27]#[C-])([CH3:26])([CH3:25])[CH3:24].Cl.FC(F)(F)[CH2:32][OH:33]. Product: [C:18]([NH:22][C:2]([C:32](=[O:33])[NH:27][C:23]([CH3:26])([CH3:25])[CH3:24])([CH2:14][CH2:15][CH:16]=[CH2:17])[CH2:3][CH2:4][CH2:5][NH:6][C:7](=[O:13])[O:8][C:9]([CH3:12])([CH3:11])[CH3:10])(=[O:21])[CH3:19]. The catalyst class is: 13. (8) Reactant: C[O:2][C:3](=O)[C:4]1[CH:9]=[CH:8][C:7]([O:10][CH3:11])=[CH:6][C:5]=1[C:12]([C:15]1[N:16](S(C)(=O)=O)[C:17]2[C:22]([CH:23]=1)=[CH:21][CH:20]=[C:19]([C:24]#[N:25])[CH:18]=2)([CH3:14])[CH3:13].[F-].C([N+](CCCC)(CCCC)CCCC)CCC.[OH-].[Na+].Cl. Product: [CH3:11][O:10][C:7]1[CH:8]=[CH:9][C:4]2[C:3](=[O:2])[C:23]3[C:22]4[C:17](=[CH:18][C:19]([C:24]#[N:25])=[CH:20][CH:21]=4)[NH:16][C:15]=3[C:12]([CH3:13])([CH3:14])[C:5]=2[CH:6]=1. The catalyst class is: 1. (9) Reactant: C(O[C:4](=[O:13])[C:5]1[C:10](Cl)=[CH:9][CH:8]=[N:7][C:6]=1[Cl:12])C.[C:14]([O:18][CH2:19][CH3:20])(=[O:17])[CH2:15][OH:16].[H-].[Na+]. Product: [CH2:19]([O:18][C:14]([C:15]1[O:16][C:10]2[CH:9]=[CH:8][N:7]=[C:6]([Cl:12])[C:5]=2[C:4]=1[OH:13])=[O:17])[CH3:20]. The catalyst class is: 3.